Dataset: Reaction yield outcomes from USPTO patents with 853,638 reactions. Task: Predict the reaction yield, written as a fraction of the theoretical maximum amount of product (1.0 means a 100% yield; for example, 0.34 means a 34% yield). (1) The reactants are C([O:3][C:4]([C@@H:6]1[N:10]([CH3:11])[C:9](=[O:12])[CH2:8][C@@H:7]1[C:13]1[CH:18]=[CH:17][CH:16]=[CH:15][CH:14]=1)=[O:5])C.Cl. The catalyst is O. The product is [C:4]([C@@H:6]1[N:10]([CH3:11])[C:9](=[O:12])[CH2:8][C@@H:7]1[C:13]1[CH:18]=[CH:17][CH:16]=[CH:15][CH:14]=1)([OH:5])=[O:3]. The yield is 0.670. (2) The reactants are [I:1][C:2]1[CH:7]=[CH:6][C:5]([C:8]([CH3:11])([CH3:10])[CH3:9])=[CH:4][C:3]=1[OH:12].S(Cl)([Cl:16])(=O)=O.O. The catalyst is P(OC)(OC)(OC)=O. The product is [Cl:16][C:6]1[C:5]([C:8]([CH3:9])([CH3:11])[CH3:10])=[CH:4][C:3]([OH:12])=[C:2]([I:1])[CH:7]=1. The yield is 0.510. (3) The reactants are [Br:1][CH2:2][CH2:3][CH2:4][N:5]1[C:13]([O:14]C)=[N:12][C:11]2[C:6]1=[N:7][C:8]([O:17][CH2:18][CH2:19][CH2:20][CH3:21])=[N:9][C:10]=2[NH2:16].Cl.N. The catalyst is CO.O1CCOCC1. The product is [CH2:18]([O:17][C:8]1[N:7]=[C:6]2[C:11]([NH:12][C:13](=[O:14])[N:5]2[CH2:4][CH2:3][CH2:2][Br:1])=[C:10]([NH2:16])[N:9]=1)[CH2:19][CH2:20][CH3:21]. The yield is 0.920. (4) The reactants are [CH3:1][O:2][C:3]1[CH:4]=[CH:5][C:6]2[C:10]([O:11][C:12]3[CH:17]=[CH:16][C:15](/[CH:18]=[CH:19]/[C:20]([O:22][CH3:23])=[O:21])=[CH:14][CH:13]=3)=[CH:9][S:8][C:7]=2[CH:24]=1.O=P(Cl)(Cl)Cl.CN([CH:33]=[O:34])C. The catalyst is C(Cl)(Cl)Cl. The product is [CH:33]([C:9]1[S:8][C:7]2[CH:24]=[C:3]([O:2][CH3:1])[CH:4]=[CH:5][C:6]=2[C:10]=1[O:11][C:12]1[CH:17]=[CH:16][C:15](/[CH:18]=[CH:19]/[C:20]([O:22][CH3:23])=[O:21])=[CH:14][CH:13]=1)=[O:34]. The yield is 0.950. (5) The reactants are O[CH2:2][C:3]1[CH:8]=[CH:7][C:6]([O:9][C:10](=[O:19])[N:11]([CH3:18])[C:12]2[CH:17]=[CH:16][CH:15]=[CH:14][CH:13]=2)=[CH:5][CH:4]=1.[SH:20][C:21]1[NH:22][CH:23]=[CH:24][N:25]=1. No catalyst specified. The product is [NH:22]1[CH:23]=[CH:24][N:25]=[C:21]1[S:20][CH2:2][C:3]1[CH:8]=[CH:7][C:6]([O:9][C:10](=[O:19])[N:11]([CH3:18])[C:12]2[CH:17]=[CH:16][CH:15]=[CH:14][CH:13]=2)=[CH:5][CH:4]=1. The yield is 0.740.